Predict the product of the given reaction. From a dataset of Forward reaction prediction with 1.9M reactions from USPTO patents (1976-2016). (1) Given the reactants [C:1]([OH:13])(=[O:12])[CH2:2][C:3]([CH2:8][C:9]([OH:11])=[O:10])([C:5]([OH:7])=[O:6])[OH:4].C(=O)(O)[O-].[Na+:18], predict the reaction product. The product is: [C:5](=[O:7])=[O:6].[C:1]([OH:13])(=[O:12])[CH2:2][C:3]([CH2:8][C:9]([O-:11])=[O:10])([C:5]([O-:7])=[O:6])[OH:4].[Na+:18].[Na+:18].[C:1]([O-:13])(=[O:12])[CH2:2][C:3]([CH2:8][C:9]([O-:11])=[O:10])([C:5]([O-:7])=[O:6])[OH:4].[Na+:18].[Na+:18].[Na+:18]. (2) Given the reactants S(Cl)(Cl)=O.BrC1SC(C(O)=O)=CC=1.BrC1SC(C(Cl)=O)=CC=1.[Br:23][C:24]1[S:28][C:27]([C:29]([N:31]=[C:32]=[S:33])=[O:30])=[CH:26][CH:25]=1.[CH3:34][O:35][C:36]1[CH:37]=[C:38]2[C:43](=[CH:44][C:45]=1[O:46][CH3:47])[N:42]=[CH:41][CH:40]=[C:39]2[O:48][C:49]1[CH:55]=[CH:54][C:52]([NH2:53])=[C:51]([CH3:56])[CH:50]=1, predict the reaction product. The product is: [Br:23][C:24]1[S:28][C:27]([C:29]([NH:31][C:32]([NH:53][C:52]2[CH:54]=[CH:55][C:49]([O:48][C:39]3[C:38]4[C:43](=[CH:44][C:45]([O:46][CH3:47])=[C:36]([O:35][CH3:34])[CH:37]=4)[N:42]=[CH:41][CH:40]=3)=[CH:50][C:51]=2[CH3:56])=[S:33])=[O:30])=[CH:26][CH:25]=1. (3) Given the reactants [Cl:1][C:2]1[C:3]([O:29][CH2:30][CH2:31][CH3:32])=[C:4]([CH:26]=[CH:27][CH:28]=1)[CH2:5][N:6]([CH3:25])[C:7](=[O:24])/[CH:8]=[CH:9]/[C:10]1[CH:23]=[N:22][C:13]2[NH:14][C:15](=[O:21])[C:16]([CH3:20])([CH3:19])[NH:17][CH2:18][C:12]=2[CH:11]=1.Cl, predict the reaction product. The product is: [ClH:1].[Cl:1][C:2]1[C:3]([O:29][CH2:30][CH2:31][CH3:32])=[C:4]([CH:26]=[CH:27][CH:28]=1)[CH2:5][N:6]([CH3:25])[C:7](=[O:24])/[CH:8]=[CH:9]/[C:10]1[CH:23]=[N:22][C:13]2[NH:14][C:15](=[O:21])[C:16]([CH3:19])([CH3:20])[NH:17][CH2:18][C:12]=2[CH:11]=1. (4) Given the reactants C(NC(C)C)(C)C.C([Li])CCC.[C:13]([O:16][CH2:17][CH3:18])(=[O:15])[CH3:14].[Cl:19][C:20]1[CH:21]=[C:22]([CH:25]=[CH:26][CH:27]=1)[CH:23]=[O:24], predict the reaction product. The product is: [Cl:19][C:20]1[CH:21]=[C:22]([CH:23]([OH:24])[CH2:14][C:13]([O:16][CH2:17][CH3:18])=[O:15])[CH:25]=[CH:26][CH:27]=1. (5) Given the reactants [CH3:1][O:2][C:3]1[CH:8]=[CH:7][C:6]([C:9]2[CH:14]=[CH:13][CH:12]=[CH:11][CH:10]=2)=[CH:5][C:4]=1[C:15]#[C:16][C:17]1[CH:22]=[CH:21][CH:20]=[CH:19][CH:18]=1, predict the reaction product. The product is: [CH3:1][O:2][C:3]1[CH:8]=[CH:7][C:6]([C:9]2[CH:14]=[CH:13][CH:12]=[CH:11][CH:10]=2)=[CH:5][C:4]=1[CH2:15][CH2:16][C:17]1[CH:22]=[CH:21][CH:20]=[CH:19][CH:18]=1. (6) Given the reactants [CH3:1][O:2][C:3]1[CH:8]=[CH:7][C:6]([N:9]([CH:45]([C:52]2[CH:57]=[CH:56][CH:55]=[CH:54][CH:53]=2)[C:46]2[CH:51]=[CH:50][CH:49]=[CH:48][CH:47]=2)[C:10]2[C:11]3[CH:18]=[CH:17][N:16]([C@@H:19]4[O:34][C@H:33]([CH2:35][O:36][Si](C(C)(C)C)(C)C)[C@@H:22]([O:23][C:24](=[O:32])[CH2:25][CH2:26][CH2:27][CH2:28][CH2:29][CH2:30][CH3:31])[C@@:20]4([CH3:44])[OH:21])[C:12]=3[N:13]=[CH:14][N:15]=2)=[CH:5][CH:4]=1.C(N(CC)CC)C.F.F.F.C(N(CC)CC)C, predict the reaction product. The product is: [CH3:1][O:2][C:3]1[CH:8]=[CH:7][C:6]([N:9]([CH:45]([C:46]2[CH:47]=[CH:48][CH:49]=[CH:50][CH:51]=2)[C:52]2[CH:57]=[CH:56][CH:55]=[CH:54][CH:53]=2)[C:10]2[C:11]3[CH:18]=[CH:17][N:16]([C@@H:19]4[O:34][C@H:33]([CH2:35][OH:36])[C@@H:22]([O:23][C:24](=[O:32])[CH2:25][CH2:26][CH2:27][CH2:28][CH2:29][CH2:30][CH3:31])[C@@:20]4([CH3:44])[OH:21])[C:12]=3[N:13]=[CH:14][N:15]=2)=[CH:5][CH:4]=1. (7) Given the reactants [C:1]([C:5]1[CH:6]=[C:7]([CH:12]=[C:13]([O:15][CH2:16][CH2:17][CH2:18][O:19][CH:20]2[CH2:25][CH2:24][CH2:23][CH2:22][O:21]2)[CH:14]=1)[C:8]([O:10]C)=[O:9])([CH3:4])([CH3:3])[CH3:2].[OH-].[Li+].C(Cl)Cl, predict the reaction product. The product is: [C:1]([C:5]1[CH:6]=[C:7]([CH:12]=[C:13]([O:15][CH2:16][CH2:17][CH2:18][O:19][CH:20]2[CH2:25][CH2:24][CH2:23][CH2:22][O:21]2)[CH:14]=1)[C:8]([OH:10])=[O:9])([CH3:4])([CH3:2])[CH3:3]. (8) The product is: [F:1][C:2]1[C:7]([F:8])=[CH:6][C:5]([C:9]2[CH:10]=[CH:11][C:12]([O:15][CH2:16][C:17]3[CH:18]=[CH:19][C:20]4[O:24][N:23]=[C:22]([O:25][C:36]([CH3:43])([CH3:42])[C:37]([OH:39])=[O:38])[C:21]=4[CH:26]=3)=[CH:13][CH:14]=2)=[C:4]([O:27][CH3:28])[CH:3]=1. Given the reactants [F:1][C:2]1[C:7]([F:8])=[CH:6][C:5]([C:9]2[CH:14]=[CH:13][C:12]([O:15][CH2:16][C:17]3[CH:18]=[CH:19][C:20]4[O:24][N:23]=[C:22]([OH:25])[C:21]=4[CH:26]=3)=[CH:11][CH:10]=2)=[C:4]([O:27][CH3:28])[CH:3]=1.C(=O)([O-])[O-].[Cs+].[Cs+].Br[C:36]([CH3:43])([CH3:42])[C:37]([O:39]CC)=[O:38], predict the reaction product. (9) Given the reactants Br[C:2]1[CH:7]=[C:6]([CH3:8])[CH:5]=[CH:4][N:3]=1.CCCCCC.C([Li])CCC.[F:20][C:21]1[CH:32]=[CH:31][C:24]([C:25](N(OC)C)=[O:26])=[C:23]([C:33]([F:36])([F:35])[F:34])[CH:22]=1.O, predict the reaction product. The product is: [F:20][C:21]1[CH:32]=[CH:31][C:24]([C:25]([C:2]2[CH:7]=[C:6]([CH3:8])[CH:5]=[CH:4][N:3]=2)=[O:26])=[C:23]([C:33]([F:34])([F:35])[F:36])[CH:22]=1.